Dataset: Full USPTO retrosynthesis dataset with 1.9M reactions from patents (1976-2016). Task: Predict the reactants needed to synthesize the given product. (1) The reactants are: [NH2:1][C:2]1[CH:3]=[C:4]([C:8]2[N:12]([CH3:13])[N:11]=[C:10]([NH:14][C:15](=[O:17])[CH3:16])[CH:9]=2)[CH:5]=[N:6][CH:7]=1.[CH3:18][N:19]1[C:23]([CH3:24])=[C:22]([CH:25]=O)[C:21]([CH3:27])=[N:20]1.C([BH3-])#N.[Na+].C([BH3-])#N. Given the product [CH3:18][N:19]1[C:23]([CH3:24])=[C:22]([CH2:25][NH:1][C:2]2[CH:3]=[C:4]([C:8]3[N:12]([CH3:13])[N:11]=[C:10]([NH:14][C:15](=[O:17])[CH3:16])[CH:9]=3)[CH:5]=[N:6][CH:7]=2)[C:21]([CH3:27])=[N:20]1, predict the reactants needed to synthesize it. (2) Given the product [CH3:14][C:8]1[C:6]2[N:7]=[C:2]([C:41]3[CH:42]=[CH:43][C:44]([NH2:47])=[N:45][CH:46]=3)[N:3]=[C:4]([N:15]3[CH2:20][CH2:19][O:18][CH2:17][CH2:16]3)[C:5]=2[S:10][C:9]=1[CH2:11][N:12]([CH3:13])[S:29]([CH3:28])(=[O:31])=[O:30], predict the reactants needed to synthesize it. The reactants are: Cl[C:2]1[N:3]=[C:4]([N:15]2[CH2:20][CH2:19][O:18][CH2:17][CH2:16]2)[C:5]2[S:10][C:9]([CH2:11][NH:12][CH3:13])=[C:8]([CH3:14])[C:6]=2[N:7]=1.CCN(CC)CC.[CH3:28][S:29](Cl)(=[O:31])=[O:30].CC1(C)C(C)(C)OB([C:41]2[CH:42]=[CH:43][C:44]([NH2:47])=[N:45][CH:46]=2)O1. (3) Given the product [C:18]1([S:24]([C:2]2[CH:17]=[CH:16][C:5]3[CH:6]=[C:7]([C:9]4[CH:14]=[CH:13][C:12]([F:15])=[CH:11][CH:10]=4)[S:8][C:4]=3[CH:3]=2)(=[O:26])=[O:25])[CH:23]=[CH:22][CH:21]=[CH:20][CH:19]=1, predict the reactants needed to synthesize it. The reactants are: Br[C:2]1[CH:17]=[CH:16][C:5]2[CH:6]=[C:7]([C:9]3[CH:14]=[CH:13][C:12]([F:15])=[CH:11][CH:10]=3)[S:8][C:4]=2[CH:3]=1.[C:18]1([S:24]([O-:26])=[O:25])[CH:23]=[CH:22][CH:21]=[CH:20][CH:19]=1.[Na+].C(=O)([O-])[O-].[Cs+].[Cs+]. (4) Given the product [Br:1][C:2]1[CH:9]=[C:8]([CH3:10])[C:5]([C:6]([OH:14])=[O:7])=[C:4]([O:11][CH3:12])[CH:3]=1, predict the reactants needed to synthesize it. The reactants are: [Br:1][C:2]1[CH:9]=[C:8]([CH3:10])[C:5]([CH:6]=[O:7])=[C:4]([O:11][CH3:12])[CH:3]=1.Cl([O-])=[O:14].[Na+].P(O)(O)([O-])=O.[Na+].CC(=CC)C. (5) Given the product [Cl:1][C:2]1[C:21]([CH3:22])=[CH:20][C:5]([O:6][CH2:7][CH:8]([CH3:19])[CH2:9][C:10]2[C:18]3[C:13](=[CH:14][CH:15]=[CH:16][CH:17]=3)[N:12]([CH2:25][CH2:26][C:27]([OH:29])=[O:28])[CH:11]=2)=[CH:4][C:3]=1[CH3:23], predict the reactants needed to synthesize it. The reactants are: [Cl:1][C:2]1[C:21]([CH3:22])=[CH:20][C:5]([O:6][CH2:7][CH:8]([CH3:19])[CH2:9][C:10]2[C:18]3[C:13](=[CH:14][CH:15]=[CH:16][CH:17]=3)[NH:12][CH:11]=2)=[CH:4][C:3]=1[CH3:23].Br[CH2:25][CH2:26][C:27]([O:29]CC)=[O:28].C(=O)([O-])[O-].[Cs+].[Cs+]. (6) Given the product [C:1]([O:4][C@@H:5]1[C@@H:10]([O:11][C:12](=[O:14])[CH3:13])[C@H:9]([O:15][C:16](=[O:18])[CH3:17])[C@@H:8]([O:19][CH3:20])[O:7][C@H:6]1[C:21]1[CH:26]=[CH:25][C:24]([Cl:27])=[C:23]([CH2:28][C:29]2[CH:34]=[CH:33][C:32]([C:43]#[N:44])=[CH:31][CH:30]=2)[CH:22]=1)(=[O:3])[CH3:2], predict the reactants needed to synthesize it. The reactants are: [C:1]([O:4][C@@H:5]1[C@@H:10]([O:11][C:12](=[O:14])[CH3:13])[C@H:9]([O:15][C:16](=[O:18])[CH3:17])[C@@H:8]([O:19][CH3:20])[O:7][C@H:6]1[C:21]1[CH:26]=[CH:25][C:24]([Cl:27])=[C:23]([CH2:28][C:29]2[CH:34]=[CH:33][C:32](OS(C(F)(F)F)(=O)=O)=[CH:31][CH:30]=2)[CH:22]=1)(=[O:3])[CH3:2].[CH3:43][N:44](C=O)C.